Dataset: Catalyst prediction with 721,799 reactions and 888 catalyst types from USPTO. Task: Predict which catalyst facilitates the given reaction. (1) Reactant: [F:1][C:2]1[CH:34]=[CH:33][C:5]([NH:6][C:7]([N:9]([CH3:32])[C:10]2[CH:31]=[CH:30][C:13]([O:14][C:15]3[C:24]4[C:19](=[CH:20][C:21]([O:28][CH3:29])=[C:22]([C:25]([OH:27])=O)[CH:23]=4)[N:18]=[CH:17][CH:16]=3)=[CH:12][CH:11]=2)=[O:8])=[CH:4][CH:3]=1.C(N(CC)CC)C.F[P-](F)(F)(F)(F)F.[N:49]1(O[P+](N(C)C)(N(C)C)N(C)C)[C:53]2[CH:54]=[CH:55][CH:55]=[CH:54][C:53]=2[N:49]=N1.C1(N)CC1. Product: [CH:53]1([NH:49][C:25]([C:22]2[CH:23]=[C:24]3[C:19](=[CH:20][C:21]=2[O:28][CH3:29])[N:18]=[CH:17][CH:16]=[C:15]3[O:14][C:13]2[CH:12]=[CH:11][C:10]([N:9]([C:7]([NH:6][C:5]3[CH:33]=[CH:34][C:2]([F:1])=[CH:3][CH:4]=3)=[O:8])[CH3:32])=[CH:31][CH:30]=2)=[O:27])[CH2:54][CH2:55]1. The catalyst class is: 255. (2) Reactant: [C:1]1([CH3:21])[CH:6]=[CH:5][C:4]([S:7]([O:10][C:11]2[CH:12]=[C:13]([CH:16]=[CH:17][C:18]=2[O:19][CH3:20])[CH2:14]O)(=[O:9])=[O:8])=[CH:3][CH:2]=1.S(Cl)([Cl:24])=O.C(O)=O. Product: [C:1]1([CH3:21])[CH:6]=[CH:5][C:4]([S:7]([O:10][C:11]2[CH:12]=[C:13]([CH:16]=[CH:17][C:18]=2[O:19][CH3:20])[CH2:14][Cl:24])(=[O:9])=[O:8])=[CH:3][CH:2]=1. The catalyst class is: 48.